Task: Predict the product of the given reaction.. Dataset: Forward reaction prediction with 1.9M reactions from USPTO patents (1976-2016) (1) The product is: [Cl:16][C:12]1[CH:13]=[C:14]2[C:9](=[CH:10][CH:11]=1)[N:8]([CH2:17][CH2:18][CH2:19][S:20]([CH2:23][CH3:24])(=[O:22])=[O:21])[C:7]([CH2:6][N:25]1[C:29]3=[CH:30][N:31]=[CH:32][CH:33]=[C:28]3[C:27]3([CH2:34][CH2:35]3)[C:26]1=[O:36])=[CH:15]2. Given the reactants CS(O[CH2:6][C:7]1[N:8]([CH2:17][CH2:18][CH2:19][S:20]([CH2:23][CH3:24])(=[O:22])=[O:21])[C:9]2[C:14]([CH:15]=1)=[CH:13][C:12]([Cl:16])=[CH:11][CH:10]=2)(=O)=O.[NH:25]1[C:29]2=[CH:30][N:31]=[CH:32][CH:33]=[C:28]2[C:27]2([CH2:35][CH2:34]2)[C:26]1=[O:36].C(N=P1(N(CC)CC)N(C)CCCN1C)(C)(C)C, predict the reaction product. (2) Given the reactants [NH2:1][C:2]1[N:10]=[CH:9][N:8]=[C:7]2[C:3]=1[N:4]=[CH:5][N:6]2[C@H:11]1[C@@H:15]2[O:16][C:17]([CH3:20])([CH3:19])[O:18][C@@H:14]2[C@@H:13]([CH2:21][N:22]([CH:30]([CH3:32])[CH3:31])[CH2:23][CH2:24][CH2:25][CH2:26][C:27](O)=[O:28])[O:12]1.F[P-](F)(F)(F)(F)F.N1(O[P+](N(C)C)(N(C)C)N(C)C)C2C=CC=CC=2N=N1.[C:60]([C:64]1[CH:69]=[CH:68][C:67]([NH2:70])=[CH:66][CH:65]=1)([CH3:63])([CH3:62])[CH3:61], predict the reaction product. The product is: [NH2:1][C:2]1[N:10]=[CH:9][N:8]=[C:7]2[C:3]=1[N:4]=[CH:5][N:6]2[C@H:11]1[C@@H:15]2[O:16][C:17]([CH3:19])([CH3:20])[O:18][C@@H:14]2[C@@H:13]([CH2:21][N:22]([CH:30]([CH3:31])[CH3:32])[CH2:23][CH2:24][CH2:25][CH2:26][C:27]([NH:70][C:67]2[CH:68]=[CH:69][C:64]([C:60]([CH3:63])([CH3:62])[CH3:61])=[CH:65][CH:66]=2)=[O:28])[O:12]1.